Dataset: Catalyst prediction with 721,799 reactions and 888 catalyst types from USPTO. Task: Predict which catalyst facilitates the given reaction. (1) Reactant: Br[C:2]1[CH:3]=[C:4]([CH:11]=[C:12]([F:14])[CH:13]=1)[CH2:5][NH:6][S:7]([CH3:10])(=[O:9])=[O:8].[CH3:15][C:16]1([CH3:32])[C:20]([CH3:22])([CH3:21])[O:19][B:18]([B:18]2[O:19][C:20]([CH3:22])([CH3:21])[C:16]([CH3:32])([CH3:15])[O:17]2)[O:17]1.CC([O-])=O.[K+]. Product: [F:14][C:12]1[CH:11]=[C:4]([CH:3]=[C:2]([B:18]2[O:19][C:20]([CH3:22])([CH3:21])[C:16]([CH3:32])([CH3:15])[O:17]2)[CH:13]=1)[CH2:5][NH:6][S:7]([CH3:10])(=[O:9])=[O:8]. The catalyst class is: 75. (2) Reactant: [CH:1]([C:3]1[CH:11]=[CH:10][CH:9]=[C:8]2[C:4]=1[CH:5]=[CH:6][N:7]2[C:12]([O:14][C:15]([CH3:18])([CH3:17])[CH3:16])=[O:13])=O.C1(P(=[CH:38][C:39]([O:41][CH2:42][CH3:43])=[O:40])(C2C=CC=CC=2)C2C=CC=CC=2)C=CC=CC=1. Product: [CH2:42]([O:41][C:39](=[O:40])/[CH:38]=[CH:1]/[C:3]1[CH:11]=[CH:10][CH:9]=[C:8]2[C:4]=1[CH:5]=[CH:6][N:7]2[C:12]([O:14][C:15]([CH3:18])([CH3:17])[CH3:16])=[O:13])[CH3:43]. The catalyst class is: 1. (3) Reactant: [C:1]([O:5][C:6](=[O:13])[CH2:7][CH:8]1[CH2:12][CH2:11][NH:10][CH2:9]1)([CH3:4])([CH3:3])[CH3:2].C(N(CC)CC)C.[CH3:21][S:22](Cl)(=[O:24])=[O:23]. Product: [CH3:21][S:22]([N:10]1[CH2:11][CH2:12][CH:8]([CH2:7][C:6]([O:5][C:1]([CH3:4])([CH3:2])[CH3:3])=[O:13])[CH2:9]1)(=[O:24])=[O:23]. The catalyst class is: 4. (4) Reactant: C1CCC(N=C=NC2CCCCC2)CC1.C1C=CC2N(O)N=NC=2C=1.Cl.[F:27][C:28]1[CH:33]=[CH:32][C:31]([N:34]([CH:36]([C:40]2[CH:45]=[CH:44][CH:43]=[CH:42][CH:41]=2)[C:37]([OH:39])=[O:38])[CH3:35])=[CH:30][CH:29]=1.[N:46]12[CH2:53][CH2:52][CH:49]([CH2:50][CH2:51]1)[C@@H:48](O)[CH2:47]2. Product: [N:46]12[CH2:53][CH2:52][CH:49]([CH2:50][CH2:51]1)[C@@H:48]([O:38][C:37](=[O:39])[CH:36]([N:34]([C:31]1[CH:32]=[CH:33][C:28]([F:27])=[CH:29][CH:30]=1)[CH3:35])[C:40]1[CH:41]=[CH:42][CH:43]=[CH:44][CH:45]=1)[CH2:47]2. The catalyst class is: 1. (5) Reactant: [N:1]1[CH:6]=[CH:5][CH:4]=[CH:3][C:2]=1[C:7]([NH:9][C:10]1[C:11]([C:21]([OH:23])=O)=[N:12][N:13]([CH:15]2[CH2:20][CH2:19][CH2:18][CH2:17][O:16]2)[CH:14]=1)=[O:8].[NH2:24][CH2:25][C:26]#[N:27].CCN=C=NCCCN(C)C.C1C=CC2N(O)N=NC=2C=1.C(N(CC)CC)C.C(=O)([O-])O.[Na+]. Product: [C:25]([CH2:26][NH:27][C:21]([C:11]1[C:10]([NH:9][C:7]([C:2]2[CH:3]=[CH:4][CH:5]=[CH:6][N:1]=2)=[O:8])=[CH:14][N:13]([CH:15]2[CH2:20][CH2:19][CH2:18][CH2:17][O:16]2)[N:12]=1)=[O:23])#[N:24]. The catalyst class is: 3. (6) Reactant: [CH3:1][C@@H:2]1[CH2:6][NH:5][CH2:4][C@@H:3]1[C:7]1[N:11]2[C:12]3[CH:18]=[CH:17][N:16]([S:19]([C:22]4[CH:28]=[CH:27][C:25]([CH3:26])=[CH:24][CH:23]=4)(=[O:21])=[O:20])[C:13]=3[N:14]=[CH:15][C:10]2=[N:9][CH:8]=1.[C:29](Cl)([Cl:31])=[O:30].C1(C)C=CC=CC=1. Product: [CH3:1][C@H:2]1[C@@H:3]([C:7]2[N:11]3[C:12]4[CH:18]=[CH:17][N:16]([S:19]([C:22]5[CH:23]=[CH:24][C:25]([CH3:26])=[CH:27][CH:28]=5)(=[O:21])=[O:20])[C:13]=4[N:14]=[CH:15][C:10]3=[N:9][CH:8]=2)[CH2:4][N:5]([C:29]([Cl:31])=[O:30])[CH2:6]1. The catalyst class is: 1.